Dataset: Forward reaction prediction with 1.9M reactions from USPTO patents (1976-2016). Task: Predict the product of the given reaction. (1) Given the reactants [CH3:1][O:2][C:3]1[CH:4]=[C:5]2[C:9](=[CH:10][C:11]=1[O:12][CH3:13])[C:8](=[O:14])[N:7]([CH2:15][C:16]([OH:18])=[O:17])[C:6]2=[O:19].C(Cl)CCl.[Cl:24][C:25]1[CH:26]=[N+:27]([O-:50])[CH:28]=[C:29]([Cl:49])[C:30]=1[CH2:31][C@@H:32]([C:34]1[CH:39]=[CH:38][C:37]([O:40][CH:41]([F:43])[F:42])=[C:36]([O:44][CH2:45][CH:46]2[CH2:48][CH2:47]2)[CH:35]=1)O, predict the reaction product. The product is: [Cl:24][C:25]1[CH:26]=[N+:27]([O-:50])[CH:28]=[C:29]([Cl:49])[C:30]=1[CH2:31][C@@H:32]([C:34]1[CH:39]=[CH:38][C:37]([O:40][CH:41]([F:43])[F:42])=[C:36]([O:44][CH2:45][CH:46]2[CH2:48][CH2:47]2)[CH:35]=1)[O:17][C:16](=[O:18])[CH2:15][N:7]1[C:6](=[O:19])[C:5]2[C:9](=[CH:10][C:11]([O:12][CH3:13])=[C:3]([O:2][CH3:1])[CH:4]=2)[C:8]1=[O:14]. (2) Given the reactants [NH:1]1[C:9]2[C:4](=[CH:5][CH:6]=[CH:7][CH:8]=2)[C:3](/[CH:10]=[CH:11]/[C:12]2[CH:17]=[CH:16][CH:15]=[CH:14][C:13]=2[NH2:18])=[N:2]1.CO[CH:21]1[CH2:25][CH2:24][CH:23](OC)O1.O, predict the reaction product. The product is: [N:18]1([C:13]2[CH:14]=[CH:15][CH:16]=[CH:17][C:12]=2/[CH:11]=[CH:10]/[C:3]2[C:4]3[C:9](=[CH:8][CH:7]=[CH:6][CH:5]=3)[NH:1][N:2]=2)[CH:21]=[CH:25][CH:24]=[CH:23]1. (3) Given the reactants [N+:1]([C:4]1[CH:11]=[CH:10][C:7]([CH:8]=O)=[CH:6][CH:5]=1)([O-:3])=[O:2].[C:12]([CH2:16][C:17]([O:19][CH2:20][CH2:21][C:22]#[N:23])=[O:18])(=O)[CH2:13][CH3:14].N1CCCCC1.C(O)(=[O:32])C, predict the reaction product. The product is: [N+:1]([C:4]1[CH:11]=[CH:10][C:7]([CH:8]=[C:12]([C:13](=[O:32])[CH3:14])[CH2:16][C:17]([O:19][CH2:20][CH2:21][C:22]#[N:23])=[O:18])=[CH:6][CH:5]=1)([O-:3])=[O:2]. (4) Given the reactants [CH2:1]([Li])[CH2:2][CH2:3][CH3:4].N1[C:10]2[N:11]=[CH:12][CH:13]=[N:14][C:9]=2N=C1.[CH3:15][N:16]([CH3:19])C=O.[C:20](=[O:23])([O-])O.[Na+].O1C[CH2:28][CH2:27][CH2:26]1, predict the reaction product. The product is: [CH2:1]([N:11]1[CH2:12][CH2:13][N:14]2[C:19]([CH:20]=[O:23])=[N:16][CH:15]=[C:9]2[CH2:10]1)[C:2]1[CH:28]=[CH:27][CH:26]=[CH:4][CH:3]=1. (5) Given the reactants [CH3:1][O:2][C:3]([C:5]1[C:9]([N+:10]([O-])=O)=[CH:8][NH:7][N:6]=1)=[O:4].N#N.[H][H], predict the reaction product. The product is: [CH3:1][O:2][C:3]([C:5]1[C:9]([NH2:10])=[CH:8][NH:7][N:6]=1)=[O:4]. (6) Given the reactants [CH3:1][C:2]1([CH3:8])[CH2:6][O:5][C:4](=[O:7])[NH:3]1.[H-].[Na+].I[C:12]1[O:13][CH:14]=[C:15]([C:17]2[CH:24]=[CH:23][C:20]([C:21]#[N:22])=[CH:19][CH:18]=2)[N:16]=1, predict the reaction product. The product is: [CH3:1][C:2]1([CH3:8])[CH2:6][O:5][C:4](=[O:7])[N:3]1[C:12]1[O:13][CH:14]=[C:15]([C:17]2[CH:18]=[CH:19][C:20]([C:21]#[N:22])=[CH:23][CH:24]=2)[N:16]=1.